Task: Predict the product of the given reaction.. Dataset: Forward reaction prediction with 1.9M reactions from USPTO patents (1976-2016) Given the reactants Br[C:2]1[C:3]([C:12]#[N:13])=[N:4][C:5]([O:10][CH3:11])=[C:6]([O:8][CH3:9])[CH:7]=1.[C:14]1([C:23]2[CH:28]=[CH:27][CH:26]=[CH:25][CH:24]=2)[CH:19]=[CH:18][CH:17]=[C:16](B(O)O)[CH:15]=1.[Na+].O.S(C1C=C(P(C2C=CC=C(S([O-])(=O)=O)C=2)C2C=CC=C(S([O-])(=O)=O)C=2)C=CC=1)([O-])(=O)=O.[Na+].[Na+].C(NC(C)C)(C)C, predict the reaction product. The product is: [C:14]1([C:23]2[CH:24]=[CH:25][CH:26]=[CH:27][CH:28]=2)[CH:19]=[CH:18][CH:17]=[C:16]([C:2]2[C:3]([C:12]#[N:13])=[N:4][C:5]([O:10][CH3:11])=[C:6]([O:8][CH3:9])[CH:7]=2)[CH:15]=1.